Dataset: NCI-60 drug combinations with 297,098 pairs across 59 cell lines. Task: Regression. Given two drug SMILES strings and cell line genomic features, predict the synergy score measuring deviation from expected non-interaction effect. (1) Drug 1: C1=C(C(=O)NC(=O)N1)F. Drug 2: CC1=C(C(=CC=C1)Cl)NC(=O)C2=CN=C(S2)NC3=CC(=NC(=N3)C)N4CCN(CC4)CCO. Cell line: SK-OV-3. Synergy scores: CSS=53.5, Synergy_ZIP=-1.52, Synergy_Bliss=-2.14, Synergy_Loewe=-2.24, Synergy_HSA=2.19. (2) Drug 1: CC1=C(C=C(C=C1)C(=O)NC2=CC(=CC(=C2)C(F)(F)F)N3C=C(N=C3)C)NC4=NC=CC(=N4)C5=CN=CC=C5. Cell line: PC-3. Synergy scores: CSS=26.2, Synergy_ZIP=-12.1, Synergy_Bliss=-10.8, Synergy_Loewe=-14.4, Synergy_HSA=-5.78. Drug 2: CN(CCCl)CCCl.Cl. (3) Drug 1: CC1=C(N=C(N=C1N)C(CC(=O)N)NCC(C(=O)N)N)C(=O)NC(C(C2=CN=CN2)OC3C(C(C(C(O3)CO)O)O)OC4C(C(C(C(O4)CO)O)OC(=O)N)O)C(=O)NC(C)C(C(C)C(=O)NC(C(C)O)C(=O)NCCC5=NC(=CS5)C6=NC(=CS6)C(=O)NCCC[S+](C)C)O. Drug 2: CN(CCCl)CCCl.Cl. Cell line: CAKI-1. Synergy scores: CSS=30.4, Synergy_ZIP=-7.13, Synergy_Bliss=-5.90, Synergy_Loewe=-0.134, Synergy_HSA=1.16. (4) Drug 1: CS(=O)(=O)C1=CC(=C(C=C1)C(=O)NC2=CC(=C(C=C2)Cl)C3=CC=CC=N3)Cl. Drug 2: C1=NNC2=C1C(=O)NC=N2. Cell line: SK-OV-3. Synergy scores: CSS=3.97, Synergy_ZIP=-0.0536, Synergy_Bliss=3.10, Synergy_Loewe=1.13, Synergy_HSA=2.25. (5) Drug 1: C1=NC2=C(N1)C(=S)N=CN2. Drug 2: C1CCC(C(C1)N)N.C(=O)(C(=O)[O-])[O-].[Pt+4]. Cell line: CCRF-CEM. Synergy scores: CSS=63.5, Synergy_ZIP=1.61, Synergy_Bliss=2.98, Synergy_Loewe=-6.25, Synergy_HSA=2.02.